This data is from Reaction yield outcomes from USPTO patents with 853,638 reactions. The task is: Predict the reaction yield, written as a fraction of the theoretical maximum amount of product (1.0 means a 100% yield; for example, 0.34 means a 34% yield). (1) The reactants are [CH3:1][O:2][C:3]([C@@H:5]1[CH2:9][O:8][CH:7]([CH:10]([CH3:12])[CH3:11])[NH:6]1)=[O:4].C1(C)C=CC=CC=1.Cl[C:21]([O:23][CH3:24])=[O:22].C(N(CC)CC)C. The catalyst is O. The product is [CH3:24][O:23][C:21]([N:6]1[C@H:5]([C:3]([O:2][CH3:1])=[O:4])[CH2:9][O:8][C@@H:7]1[CH:10]([CH3:12])[CH3:11])=[O:22]. The yield is 1.25. (2) The reactants are [CH3:1][C:2]1[C:6]([CH2:7][N:8]2[CH:12]=[C:11]([N:13]3[C:17](=[O:18])[CH2:16][NH:15][C:14]3=[O:19])[CH:10]=[N:9]2)=[C:5]([CH3:20])[O:4][N:3]=1.[CH3:21][O:22][C:23]1[CH:24]=[C:25]([CH:29]=[CH:30][CH:31]=1)[CH2:26][CH2:27]Br. No catalyst specified. The product is [CH3:1][C:2]1[C:6]([CH2:7][N:8]2[CH:12]=[C:11]([N:13]3[C:17](=[O:18])[CH2:16][N:15]([CH2:27][CH2:26][C:25]4[CH:29]=[CH:30][CH:31]=[C:23]([O:22][CH3:21])[CH:24]=4)[C:14]3=[O:19])[CH:10]=[N:9]2)=[C:5]([CH3:20])[O:4][N:3]=1. The yield is 0.340. (3) The reactants are C1C(=O)N([Br:8])C(=O)C1.[Cl:9][C:10]1[CH:18]=[CH:17][C:13]([C:14]([OH:16])=[O:15])=[CH:12][C:11]=1[C:19]1[CH:20]=[C:21]2[CH:27]=[C:26]([C:28]3[CH:33]=[CH:32][C:31]([F:34])=[CH:30][CH:29]=3)[O:25][C:22]2=[N:23][CH:24]=1. The catalyst is C1COCC1.CCOC(C)=O. The product is [Br:8][C:27]1[C:21]2[C:22](=[N:23][CH:24]=[C:19]([C:11]3[CH:12]=[C:13]([CH:17]=[CH:18][C:10]=3[Cl:9])[C:14]([OH:16])=[O:15])[CH:20]=2)[O:25][C:26]=1[C:28]1[CH:33]=[CH:32][C:31]([F:34])=[CH:30][CH:29]=1. The yield is 0.940. (4) The reactants are [Br:1][C:2]1[CH:7]=[C:6]([N+:8]([O-])=O)[C:5]([CH3:11])=[CH:4][N+:3]=1[O-].[OH-].[Na+]. The catalyst is C(O)(=O)C.[Fe]. The product is [Br:1][C:2]1[CH:7]=[C:6]([NH2:8])[C:5]([CH3:11])=[CH:4][N:3]=1. The yield is 0.531.